From a dataset of Reaction yield outcomes from USPTO patents with 853,638 reactions. Predict the reaction yield, written as a fraction of the theoretical maximum amount of product (1.0 means a 100% yield; for example, 0.34 means a 34% yield). (1) The reactants are C[O:2][C:3](=[O:28])/[C:4](/[C:12]1[CH:17]=[CH:16][C:15]([N:18]2[C:22]([C:23]([F:26])([F:25])[F:24])=[N:21][N:20]=[N:19]2)=[C:14]([Cl:27])[CH:13]=1)=[CH:5]/[CH:6]1[CH2:11][CH2:10][CH2:9][CH2:8][CH2:7]1.[OH-].[Na+]. The catalyst is C(O)C. The product is [Cl:27][C:14]1[CH:13]=[C:12](/[C:4](=[CH:5]\[CH:6]2[CH2:11][CH2:10][CH2:9][CH2:8][CH2:7]2)/[C:3]([OH:28])=[O:2])[CH:17]=[CH:16][C:15]=1[N:18]1[C:22]([C:23]([F:26])([F:24])[F:25])=[N:21][N:20]=[N:19]1. The yield is 0.750. (2) The reactants are [Cl:1][C:2]1[CH:3]=[C:4]([C:8](Cl)=[N:9][OH:10])[CH:5]=[CH:6][CH:7]=1.CCN(CC)CC.[C:19]([C@@H:21]1[N:25]2[CH2:26][CH2:27][N:28]([C:30]3[C:31]([C:36]#[N:37])=[N:32][CH:33]=[CH:34][N:35]=3)[CH2:29][C@@H:24]2[CH2:23][CH2:22]1)#[CH:20]. The catalyst is C(Cl)Cl. The product is [Cl:1][C:2]1[CH:3]=[C:4]([C:8]2[CH:20]=[C:19]([C@@H:21]3[N:25]4[CH2:26][CH2:27][N:28]([C:30]5[C:31]([C:36]#[N:37])=[N:32][CH:33]=[CH:34][N:35]=5)[CH2:29][C@@H:24]4[CH2:23][CH2:22]3)[O:10][N:9]=2)[CH:5]=[CH:6][CH:7]=1. The yield is 0.500. (3) The reactants are [CH2:1]([N:5]1[C:9]2[N:10]=[C:11]([C:15]3[CH:20]=[CH:19][C:18]([C:21]([F:24])([F:23])[F:22])=[CH:17][CH:16]=3)[NH:12][C:13](=[O:14])[C:8]=2[CH:7]=[CH:6]1)CC=C.[Mn]([O-])(=O)(=O)=[O:26].[K+].[CH3:31][C:32]([CH3:34])=[O:33]. The catalyst is O. The product is [OH:33][CH:32]([CH2:34][OH:26])[CH2:31][CH2:1][N:5]1[C:9]2[N:10]=[C:11]([C:15]3[CH:20]=[CH:19][C:18]([C:21]([F:24])([F:23])[F:22])=[CH:17][CH:16]=3)[NH:12][C:13](=[O:14])[C:8]=2[CH:7]=[CH:6]1. The yield is 0.124. (4) The reactants are [C:1]1([N:7]2[C:15]3[C:10](=[CH:11][CH:12]=[CH:13][CH:14]=3)[C:9]([CH:16]=[O:17])=[C:8]2[N:18]2[CH2:23][CH2:22][NH:21][CH2:20][CH2:19]2)[CH:6]=[CH:5][CH:4]=[CH:3][CH:2]=1.Br[CH:25]([OH:27])[CH3:26]. No catalyst specified. The product is [OH:27][CH2:25][CH2:26][N:21]1[CH2:22][CH2:23][N:18]([C:8]2[N:7]([C:1]3[CH:2]=[CH:3][CH:4]=[CH:5][CH:6]=3)[C:15]3[C:10]([C:9]=2[CH:16]=[O:17])=[CH:11][CH:12]=[CH:13][CH:14]=3)[CH2:19][CH2:20]1. The yield is 0.870. (5) The reactants are [Br:1][C:2]1[CH:3]=[C:4]([C:14]([OH:16])=O)[C:5]2[CH:6]=[CH:7][N:8]([CH:11]([CH3:13])[CH3:12])[C:9]=2[CH:10]=1.[NH2:17][CH2:18][C:19]1[C:20](=[O:27])[NH:21][C:22]([CH3:26])=[CH:23][C:24]=1[CH3:25].ON1C2N=CC=CC=2N=N1.C(Cl)CCl.CN1CCOCC1. The catalyst is CS(C)=O. The product is [Br:1][C:2]1[CH:3]=[C:4]([C:14]([NH:17][CH2:18][C:19]2[C:20](=[O:27])[NH:21][C:22]([CH3:26])=[CH:23][C:24]=2[CH3:25])=[O:16])[C:5]2[CH:6]=[CH:7][N:8]([CH:11]([CH3:12])[CH3:13])[C:9]=2[CH:10]=1. The yield is 0.744. (6) The reactants are [CH2:1]([S:3]([C:6]1[CH:25]=[CH:24][CH:23]=[CH:22][C:7]=1[CH2:8][N:9]1[C:14]2[N:15]=[C:16]([S:19][CH3:20])[N:17]=[CH:18][C:13]=2[CH:12]=[CH:11][C:10]1=[O:21])(=[O:5])=[O:4])[CH3:2].ClC1C=CC=C(C(OO)=[O:34])C=1. The product is [CH2:1]([S:3]([C:6]1[CH:25]=[CH:24][CH:23]=[CH:22][C:7]=1[CH2:8][N:9]1[C:14]2[N:15]=[C:16]([S:19]([CH3:20])=[O:34])[N:17]=[CH:18][C:13]=2[CH:12]=[CH:11][C:10]1=[O:21])(=[O:5])=[O:4])[CH3:2]. The yield is 1.00. The catalyst is ClCCl.